Task: Predict which catalyst facilitates the given reaction.. Dataset: Catalyst prediction with 721,799 reactions and 888 catalyst types from USPTO (1) Reactant: [NH2:1][C@H:2]([NH:9][C:10]([CH:12]1[CH2:17][CH2:16][O:15][CH2:14][CH2:13]1)=O)[C:3]1[CH:8]=[CH:7][CH:6]=[CH:5][CH:4]=1.B.C1COCC1.CO.Cl. Product: [C:3]1([C@H:2]([NH2:1])[NH:9][CH2:10][CH:12]2[CH2:17][CH2:16][O:15][CH2:14][CH2:13]2)[CH:4]=[CH:5][CH:6]=[CH:7][CH:8]=1. The catalyst class is: 1. (2) Reactant: [Na].Br[CH2:3][CH2:4][CH2:5][CH2:6][CH2:7][C:8]([OH:10])=[O:9]. Product: [CH2:8]([O:9][CH2:3][CH2:4][CH2:5][CH2:6][CH2:7][C:8]([OH:10])=[O:9])[CH2:7][CH3:6]. The catalyst class is: 259. (3) Reactant: Br[C:2]1[CH:3]=[CH:4][C:5]([O:8][CH3:9])=[N:6][CH:7]=1.[Li]CCCC.C(O[B:19]1[O:23][C:22]([CH3:25])([CH3:24])[C:21]([CH3:27])([CH3:26])[O:20]1)(C)C.O. Product: [CH3:9][O:8][C:5]1[CH:4]=[CH:3][C:2]([B:19]2[O:23][C:22]([CH3:25])([CH3:24])[C:21]([CH3:27])([CH3:26])[O:20]2)=[CH:7][N:6]=1. The catalyst class is: 1. (4) Reactant: Cl.Cl.[F:3][C:4]([F:21])([F:20])[C:5]([C:8]1[CH:13]=[CH:12][C:11]([N:14]2[CH2:19][CH2:18][NH:17][CH2:16][CH2:15]2)=[CH:10][CH:9]=1)([OH:7])[CH3:6].[Br:22][C:23]1[S:27][C:26]([S:28](Cl)(=[O:30])=[O:29])=[CH:25][CH:24]=1.C(N(CC)CC)C. Product: [Br:22][C:23]1[S:27][C:26]([S:28]([N:17]2[CH2:18][CH2:19][N:14]([C:11]3[CH:10]=[CH:9][C:8]([C:5]([OH:7])([CH3:6])[C:4]([F:3])([F:20])[F:21])=[CH:13][CH:12]=3)[CH2:15][CH2:16]2)(=[O:30])=[O:29])=[CH:25][CH:24]=1. The catalyst class is: 2. (5) Reactant: [O:1]1[CH2:6][CH2:5][N:4]([CH2:7][CH:8]2[S:12][C:11]([C:13]3[NH:14][C:15]4[C:20]([CH:21]=3)=[CH:19][CH:18]=[CH:17][C:16]=4[NH:22][S:23]([C:26]3[S:27][CH:28]=[CH:29][CH:30]=3)(=[O:25])=[O:24])=[N:10][CH2:9]2)[CH2:3][CH2:2]1.C(=O)([O-])[O-].[K+].[K+].[F:37][CH:38]([F:40])I. Product: [F:37][CH:38]([F:40])[N:22]([C:16]1[CH:17]=[CH:18][CH:19]=[C:20]2[C:15]=1[NH:14][C:13]([C:11]1[S:12][CH:8]([CH2:7][N:4]3[CH2:3][CH2:2][O:1][CH2:6][CH2:5]3)[CH2:9][N:10]=1)=[CH:21]2)[S:23]([C:26]1[S:27][CH:28]=[CH:29][CH:30]=1)(=[O:24])=[O:25]. The catalyst class is: 42. (6) Reactant: [H-].[Na+].[OH:3][C:4]1[CH:5]=[C:6]([CH:9]=[CH:10][CH:11]=1)[CH:7]=[O:8].[CH3:12][S:13][CH2:14][CH2:15]Cl. Product: [CH3:12][S:13][CH2:14][CH2:15][O:3][C:4]1[CH:5]=[C:6]([CH:9]=[CH:10][CH:11]=1)[CH:7]=[O:8]. The catalyst class is: 3. (7) Reactant: [OH:1][CH2:2][C@@H:3]1[CH2:8][N:7]([CH2:9][C:10]([N:12]2[C:20]3[C:15](=[CH:16][CH:17]=[CH:18][CH:19]=3)[CH2:14][CH2:13]2)=[O:11])[CH2:6][CH2:5][O:4]1.[CH3:21][O:22][C:23]1[CH:24]=[C:25](O)[CH:26]=[CH:27][CH:28]=1.C1(P(C2C=CC=CC=2)C2C=CC=CC=2)C=CC=CC=1.CCOC(/N=N/C(OCC)=O)=O. Product: [N:12]1([C:10](=[O:11])[CH2:9][N:7]2[CH2:6][CH2:5][O:4][C@H:3]([CH2:2][O:1][C:27]3[CH:26]=[CH:25][CH:24]=[C:23]([O:22][CH3:21])[CH:28]=3)[CH2:8]2)[C:20]2[C:15](=[CH:16][CH:17]=[CH:18][CH:19]=2)[CH2:14][CH2:13]1. The catalyst class is: 1. (8) Reactant: [Cl:1][C:2]1[CH:7]=[C:6]([Cl:8])[C:5]([Cl:9])=[CH:4][C:3]=1S(Cl)(=O)=O.CN1C=CN=C1.[CH3:20][O:21][N:22]=[CH:23][C@@H:24]([F:49])[C@H:25]([O:39][CH2:40][C:41]1[CH:46]=[CH:45][C:44]([O:47][CH3:48])=[CH:43][CH:42]=1)[C@H:26]([OH:38])[CH2:27][O:28][CH2:29][C:30]1[CH:35]=[CH:34][C:33]([O:36][CH3:37])=[CH:32][CH:31]=1.C(=O)([O-])O.[Na+]. Product: [CH3:20][O:21][N:22]=[CH:23][C@@H:24]([F:49])[C@H:25]([O:39][CH2:40][C:41]1[CH:46]=[CH:45][C:44]([O:47][CH3:48])=[CH:43][CH:42]=1)[C@H:26]([O:38][C:3]1[CH:4]=[C:5]([Cl:9])[C:6]([Cl:8])=[CH:7][C:2]=1[Cl:1])[CH2:27][O:28][CH2:29][C:30]1[CH:35]=[CH:34][C:33]([O:36][CH3:37])=[CH:32][CH:31]=1. The catalyst class is: 115.